From a dataset of Forward reaction prediction with 1.9M reactions from USPTO patents (1976-2016). Predict the product of the given reaction. (1) Given the reactants [Li]C(C)(C)C.Br[C:7]1[CH:8]=[C:9]([CH:18]=[C:19]([F:21])[CH:20]=1)[O:10][Si](C(C)(C)C)(C)C.[CH3:22][N:23]([CH2:25][CH:26]1[CH2:32][CH2:31][CH:30]2[CH:28]([CH2:29]2)[C:27]1=[O:33])[CH3:24].CCCC[N+](CCCC)(CCCC)CCCC.[F-], predict the reaction product. The product is: [CH3:24][N:23]([CH2:25][CH:26]1[CH2:32][CH2:31][CH:30]2[CH:28]([CH2:29]2)[C:27]1([C:7]1[CH:8]=[C:9]([OH:10])[CH:18]=[C:19]([F:21])[CH:20]=1)[OH:33])[CH3:22]. (2) The product is: [C:16]([C:15]1[CH:19]=[CH:20][C:12]([C:9]2[CH:10]=[CH:11][C:6]3[N:7]([C:3]([C:1]#[C:2][C:22]4[CH:27]=[CH:26][N:25]=[C:24]([NH:28][C:29](=[O:35])[O:30][C:31]([CH3:33])([CH3:32])[CH3:34])[CH:23]=4)=[CH:4][N:5]=3)[N:8]=2)=[CH:13][CH:14]=1)(=[O:17])[NH2:18]. Given the reactants [C:1]([C:3]1[N:7]2[N:8]=[C:9]([C:12]3[CH:20]=[CH:19][C:15]([C:16]([NH2:18])=[O:17])=[CH:14][CH:13]=3)[CH:10]=[CH:11][C:6]2=[N:5][CH:4]=1)#[CH:2].Br[C:22]1[CH:27]=[CH:26][N:25]=[C:24]([NH:28][C:29](=[O:35])[O:30][C:31]([CH3:34])([CH3:33])[CH3:32])[CH:23]=1.CCN(C(C)C)C(C)C.O, predict the reaction product.